This data is from B-cell epitopes from IEDB database with 3,159 antigens for binding position prediction. The task is: Token-level Classification. Given an antigen amino acid sequence, predict which amino acid positions are active epitope sites capable of antibody binding. Output is a list of indices for active positions. (1) Given the antigen sequence: MQGNGSALPNASQPVLRGDGARPSWLASALACVLIFTIVVDILGNLLVILSVYRNKKLRNAGNIFVVSLAVADLVVAIYPYPLVLMSIFNNGWNLGYLHCQVSGFLMGLSVIGSIFNITGIAINRYCYICHSLKYDKLYSSKNSLCYVLLIWLLTLAAVLPNLRAGTLQYDPRIYSCTFAQSVSSAYTIAVVVFHFLVPMIIVIFCYLRIWILVLQVRQRVKPDRKPKLKPQDFRNFVTMFVVFVLFAICWAPLNFIGLAVASDPASMVPRIPEWLFVASYYMAYFNSCLNAIIYGLLNQNFRKEYRRIIVSLCTARVFFVDSSNDVADRVKWKPSPLMTNNNVVKVDSV, which amino acid positions are active epitope sites? The epitope positions are: [321, 322, 323, 324, 325, 326, 327, 328, 329, 330, 331, 332, 333, 334, 335]. The amino acids at these positions are: DSSNDVADRVKWKPS. (2) Given the antigen sequence: FRIVPLLVEILKDNGVREARSSRLSQLREGWKDDIVSPIFCNAKNQTEYRRKLESYAASWP, which amino acid positions are active epitope sites? The epitope positions are: [37, 38, 39, 40, 41, 42, 43, 44, 45, 46, 47, 48, 49, 50]. The amino acids at these positions are: PIFCNAKNQTEYRR. (3) Given the antigen sequence: MDIDPYKEFGATVELLSFLPSDFFPSVRDLLDTASALYRDALESPEHCSPHHTALRQAILCWGELMTLATWVGVNLEDPASRDLVVSYVNTNMGLKFRQLLWFHISCLTFGRETVIEYLVSFGVWIRTPPAYRPPNAPILSTLPETTVVRRRGRSPRRRTPSPRRRRSQSPRRRRSQSRESQC, which amino acid positions are active epitope sites? The epitope positions are: [160, 161, 162, 163, 164, 165, 166, 167, 168, 169, 170, 171, 172, 173, 174, 175, 176, 177, 178, 179... (23 total positions)]. The amino acids at these positions are: PSPRRRRSQSPRRRRSQSRESQC. (4) The epitope positions are: [1149, 1150, 1151, 1152, 1153, 1154, 1155, 1156, 1157, 1158, 1159, 1160, 1161, 1162, 1163, 1164, 1165, 1166, 1167, 1168]. The amino acids at these positions are: ALKTELEDTLDSTATQQELR. Given the antigen sequence: MAQKGQLSDDEKFLFVDKNFINSPVAQADWAAKRLVWVPSEKQGFEAASIKEEKGDEVVVELVENGKKVTVGKDDIQKMNPPKFSKVEDMAELTCLNEASVLHNLRERYFSGLIYTYSGLFCVVVNPYKHLPIYSEKIVDMYKGKKRHEMPPHIYAIADTAYRSMLQDREDQSILCTGESGAGKTENTKKVIQYLAVVASSHKGKKDTSITGELEKQLLQANPILEAFGNAKTVKNDNSSRFGKFIRINFDVTGYIVGANIETYLLEKSRAIRQARDERTFHIFYYMIAGAKEKMRSDLLLEGFNNYTFLSNGFVPIPAAQDDEMFQETVEAMAIMGFSEEEQLSILKVVSSVLQLGNIVFKKERNTDQASMPDNTAAQKVCHLMGINVTDFTRSILTPRIKVGRDVVQKAQTKEQADFAVEALAKATYERLFRWILTRVNKALDKTHRQGASFLGILDIAGFEIFEVNSFEQLCINYTNEKLQQLFNHTMFILEQEEYQ..., which amino acid positions are active epitope sites? (5) The epitope positions are: [638, 639, 640, 641, 642, 643, 644, 645, 646, 647, 648, 649, 650, 651, 652]. The amino acids at these positions are: ENDVLNQETEEEMEK. Given the antigen sequence: MMNMKIVLFSLLLFVIRWNIISCNKNDKNQGVDMNVLNNYENLFKFVKCEYCNEHTYVKGKKAPSDPQCADIKEECKELLKEKQYTDSVTYLMDGFKSANNSANNGKKNNAEEMKNLVNFLQSHKKLIKALKKNIESIQNKKHLIYKNKSYNPLLLSCVKKMNMLKENVDYIQKNQNLFKELMNQKATYSFVNTKKKIISLKSQGHKKETSQNQNENNDNQKYQEVNDEDDVNDEEDTNDDEDTNDEEDTNDDEDTNDDEDTNDEEDTNDEEDHENNNATAYELGIVPVNDVLNVNMKNMITGNNFMDVVKNTLAQSGGLGSNDLINFLNQGKEIGENLLNITKMNLGDKNNLESFPLDELNMLKDNLINYEFILDNLKTSVLNKLKDLLLRLLYKAYVSYKKRKAQEKGLPEPTVTNEEYVEELKKGILDMGIKLLFSKVKSLLKKLKNKIFPKKKEDNQAVDTKSMEEPKVKAQPALRGVEPTEDSNIMNSINNVMDE..., which amino acid positions are active epitope sites? (6) Given the antigen sequence: MGNNIKVTFNPDKIAAWWPAVGTYYTTTYPQNQSVFQPGIYQTTSLVNPKTQQELDSVLINRYKQIDWNTWQGFPVDQKLPLVNRDPPPKSAQTFEIKPGPIIVPGIRDIPRGLVPPQTPTNRDQGRKPTPPTPPLRDTHPHLTMKNQTFHLQGFVDGLRDLTTTERQHNAYGDPFTTLSPVVPTVSTILSPPSTTGDPAQSPEMSPSSLLGLLAGLQVVYFLWTKILTIAQNLDWWWTSLSFPGGIPECTGQNSQFQTCKHLPTSCPPTCNGFRWMYLRRFIIYLLVLLLCLIFLLVLLDWKGLIPVCPIQPTTETTVNCRQCTISVQDMYTPPYCCCLKPTAGNCTCWPIPSSWALGNYLWEWALARFSWLNLLVPLLQWLGGISLIAWFLLIWMIWFWGPALLSILPPFIPIFVLFFLIWVYI, which amino acid positions are active epitope sites? The epitope positions are: [121, 122, 123, 124, 125, 126, 127, 128, 129, 130, 131, 132, 133, 134]. The amino acids at these positions are: NRDQGRKPTPPTPP. (7) The epitope positions are: [50, 51, 52, 53, 54, 55, 56, 57, 58, 59, 60, 61, 62, 63, 64]. The amino acids at these positions are: QEVQRKDLSSCERYL. Given the antigen sequence: MAKLIPTIALVSVLLFIIANASFAYRTTITTIEIDESKGEREGSSSQQCRQEVQRKDLSSCERYLRQSSSRRSPGEEVLRMPGDENQQQESQQLQQCCNQVKQVRDECQCEAIKYIAEDQIQQGQLHGEESERVAQRAGEIVSSCGVRCMRQTRTNPSQQGCRGQIQEQQNLRQCQEYIKQQVSGQGPRRSDNQERSLRGCCDHLKQMQSQCRCEGLRQAIEQQQSQGQLQGQDVFEAFRTAANLPSMCGVSPTECRF, which amino acid positions are active epitope sites?